Dataset: TCR-epitope binding with 47,182 pairs between 192 epitopes and 23,139 TCRs. Task: Binary Classification. Given a T-cell receptor sequence (or CDR3 region) and an epitope sequence, predict whether binding occurs between them. The epitope is TLIGDCATV. The TCR CDR3 sequence is CASQDRGKGYTF. Result: 1 (the TCR binds to the epitope).